Dataset: Reaction yield outcomes from USPTO patents with 853,638 reactions. Task: Predict the reaction yield, written as a fraction of the theoretical maximum amount of product (1.0 means a 100% yield; for example, 0.34 means a 34% yield). (1) The yield is 0.696. The reactants are C1(P(C2C=CC=CC=2)C2C=CC=CC=2)C=CC=CC=1.N(C(OC(C)C)=O)=NC(OC(C)C)=O.[C:34]1(=[O:44])[NH:38][C:37](=[O:39])[C:36]2=[CH:40][CH:41]=[CH:42][CH:43]=[C:35]12.[C:45]1([CH:51]2[CH:55](O)[CH2:54][CH2:53][CH2:52]2)[CH:50]=[CH:49][CH:48]=[CH:47][CH:46]=1. The catalyst is C1COCC1.CCCCCC. The product is [C:45]1([C@H:51]2[CH2:55][CH2:54][CH2:53][C@H:52]2[N:38]2[C:34](=[O:44])[C:35]3[C:36](=[CH:40][CH:41]=[CH:42][CH:43]=3)[C:37]2=[O:39])[CH:50]=[CH:49][CH:48]=[CH:47][CH:46]=1. (2) The reactants are [F:1][CH:2]([F:14])[N:3]1[CH:7]=[C:6]([C:8]#[C:9][Si](C)(C)C)[CH:5]=[N:4]1.C(=O)([O-])[O-].[K+].[K+]. The catalyst is CO. The product is [F:1][CH:2]([F:14])[N:3]1[CH:7]=[C:6]([C:8]#[CH:9])[CH:5]=[N:4]1. The yield is 0.720. (3) The reactants are C(Cl)(=O)C(Cl)=O.CS(C)=O.[CH2:11]([O:18][C@@H:19]([CH2:22][CH2:23][CH2:24][CH2:25][CH2:26][CH2:27][CH2:28][CH2:29][CH2:30][CH3:31])[CH2:20][OH:21])[C:12]1[CH:17]=[CH:16][CH:15]=[CH:14][CH:13]=1.CCN(CC)CC. The catalyst is C(Cl)Cl.CCOCC.O. The product is [CH2:11]([O:18][C@@H:19]([CH2:22][CH2:23][CH2:24][CH2:25][CH2:26][CH2:27][CH2:28][CH2:29][CH2:30][CH3:31])[CH:20]=[O:21])[C:12]1[CH:17]=[CH:16][CH:15]=[CH:14][CH:13]=1. The yield is 0.670. (4) The reactants are [Cl:1][C:2]1[CH:7]=[C:6]([C:8]([F:11])([F:10])[F:9])[CH:5]=[C:4]([Cl:12])[C:3]=1[N:13]1[C:17]([OH:18])=[C:16]([S:19][C:20]([F:23])([F:22])[F:21])[C:15]([C:24]#[N:25])=[N:14]1.ClC1C=CC=C(C(OO)=[O:34])C=1.C(=O)(O)[O-].[Na+]. The catalyst is ClCCl.C(OCC)(=O)C. The product is [Cl:1][C:2]1[CH:7]=[C:6]([C:8]([F:11])([F:10])[F:9])[CH:5]=[C:4]([Cl:12])[C:3]=1[N:13]1[C:17]([OH:18])=[C:16]([S:19]([C:20]([F:23])([F:21])[F:22])=[O:34])[C:15]([C:24]#[N:25])=[N:14]1. The yield is 0.370. (5) The reactants are Br[C:2]1[CH:3]=[C:4]([C:15]([O:17][CH3:18])=[O:16])[C:5]2[C:6]([CH3:14])=[CH:7][N:8]([CH:11]([CH3:13])[CH3:12])[C:9]=2[CH:10]=1.[F:19][C:20]1[CH:25]=[CH:24][C:23](B(O)O)=[CH:22][C:21]=1[CH:29]=[O:30].P([O-])([O-])([O-])=O.[K+].[K+].[K+].O1CCOCC1. The catalyst is O.C1C=CC(P(C2C=CC=CC=2)[C-]2C=CC=C2)=CC=1.C1C=CC(P(C2C=CC=CC=2)[C-]2C=CC=C2)=CC=1.Cl[Pd]Cl.[Fe+2].C(Cl)Cl.CCOC(C)=O. The product is [F:19][C:20]1[CH:25]=[CH:24][C:23]([C:2]2[CH:3]=[C:4]([C:15]([O:17][CH3:18])=[O:16])[C:5]3[C:6]([CH3:14])=[CH:7][N:8]([CH:11]([CH3:13])[CH3:12])[C:9]=3[CH:10]=2)=[CH:22][C:21]=1[CH:29]=[O:30]. The yield is 0.980. (6) The product is [CH3:10][O:9][C:7](=[O:8])[C:2]1[CH:3]=[CH:4][CH:5]=[CH:6][C:1]=1[CH2:11][Br:19]. The reactants are [C:1]1([CH3:11])[C:2]([C:7]([O:9][CH3:10])=[O:8])=[CH:3][CH:4]=[CH:5][CH:6]=1.C1C(=O)N([Br:19])C(=O)C1. The yield is 0.370. The catalyst is C(Cl)(Cl)(Cl)Cl.C(OOC(=O)C1C=CC=CC=1)(=O)C1C=CC=CC=1. (7) The reactants are [OH:1][CH2:2][C:3]1[CH:8]=[CH:7][C:6]([N:9]2[CH2:14][CH2:13][CH:12]([NH:15][C:16](=[O:23])[C:17]3[CH:22]=[CH:21][CH:20]=[CH:19][CH:18]=3)[CH2:11][CH2:10]2)=[CH:5][CH:4]=1.C[N+]1([O-])CCOCC1. The catalyst is C(Cl)Cl.CCC[N+](CCC)(CCC)CCC.[O-][Ru](=O)(=O)=O. The product is [CH:2]([C:3]1[CH:4]=[CH:5][C:6]([N:9]2[CH2:10][CH2:11][CH:12]([NH:15][C:16](=[O:23])[C:17]3[CH:18]=[CH:19][CH:20]=[CH:21][CH:22]=3)[CH2:13][CH2:14]2)=[CH:7][CH:8]=1)=[O:1]. The yield is 0.320. (8) The reactants are [C:1]([C:6]1[C:13]([C:14]([CH3:17])([CH3:16])[CH3:15])=[CH:12][C:9]([CH:10]=O)=[CH:8][C:7]=1[C:18]([CH3:21])([CH3:20])[CH3:19])(=[O:5])[CH2:2][CH2:3][CH3:4].[C:22]([NH:26][OH:27])([CH3:25])([CH3:24])[CH3:23].C1(C)C=CC(S(O)(=O)=O)=CC=1. The catalyst is C1C=CC=CC=1. The product is [C:1]([C:6]1[C:13]([C:14]([CH3:17])([CH3:16])[CH3:15])=[CH:12][C:9]([CH:10]=[N+:26]([C:22]([CH3:25])([CH3:24])[CH3:23])[O-:27])=[CH:8][C:7]=1[C:18]([CH3:21])([CH3:20])[CH3:19])(=[O:5])[CH2:2][CH2:3][CH3:4]. The yield is 0.502. (9) The reactants are FC(F)(F)C(O)=O.[CH2:8]([C:13]1[CH:18]=[CH:17][C:16]([C:19]2[N:24]=[CH:23][C:22]([S:25]([C:28]3([C:34](O)=[O:35])[CH2:33][CH2:32][O:31][CH2:30][CH2:29]3)(=[O:27])=[O:26])=[CH:21][CH:20]=2)=[CH:15][CH:14]=1)[CH2:9][CH2:10][CH2:11][CH3:12].C(N(CC)CC)C.O.ON1C2C=CC=CC=2N=N1.[O:55]1[CH2:60][CH2:59][CH2:58][CH2:57][CH:56]1[O:61][NH2:62].Cl.CN(C)CCCN=C=NCC. The catalyst is CN(C)C=O.O.C(OC(=O)C)C. The product is [CH2:8]([C:13]1[CH:14]=[CH:15][C:16]([C:19]2[N:24]=[CH:23][C:22]([S:25]([C:28]3([C:34]([NH:62][O:61][CH:56]4[CH2:57][CH2:58][CH2:59][CH2:60][O:55]4)=[O:35])[CH2:29][CH2:30][O:31][CH2:32][CH2:33]3)(=[O:27])=[O:26])=[CH:21][CH:20]=2)=[CH:17][CH:18]=1)[CH2:9][CH2:10][CH2:11][CH3:12]. The yield is 0.940.